This data is from Full USPTO retrosynthesis dataset with 1.9M reactions from patents (1976-2016). The task is: Predict the reactants needed to synthesize the given product. (1) Given the product [CH3:10][O:9][NH:8][C:6]([C:5]1[CH:11]=[CH:12][C:2]([C:20]2[O:19][C:18]([C:2]3[CH:12]=[CH:11][C:5]([C:6](=[NH:7])[NH:8][O:9][CH3:10])=[CH:4][N:3]=3)=[CH:22][CH:21]=2)=[N:3][CH:4]=1)=[NH:7], predict the reactants needed to synthesize it. The reactants are: Cl[C:2]1[CH:12]=[CH:11][C:5]([C:6]([NH:8][O:9][CH3:10])=[NH:7])=[CH:4][N:3]=1.C([Sn](CCCC)(CCCC)[C:18]1[O:19][C:20]([Sn](CCCC)(CCCC)CCCC)=[CH:21][CH:22]=1)CCC. (2) Given the product [Cl:44][C:39]1[NH:40][C:41]2[C:42](=[O:43])[N:34]([CH2:33][CH2:32][CH2:31][NH:30][C:16](=[O:17])[O:10][CH2:9][C:3]3[CH:4]=[CH:5][C:6]([F:8])=[CH:7][C:2]=3[F:1])[C:35](=[O:50])[N:36]([CH2:45][CH2:46][CH2:47][CH2:48][CH3:49])[C:37]=2[N:38]=1, predict the reactants needed to synthesize it. The reactants are: [F:1][C:2]1[CH:7]=[C:6]([F:8])[CH:5]=[CH:4][C:3]=1[CH2:9][OH:10].C1N=CN([C:16](N2C=NC=C2)=[O:17])C=1.FC(F)(F)C(O)=O.[NH2:30][CH2:31][CH2:32][CH2:33][N:34]1[C:42](=[O:43])[C:41]2[NH:40][C:39]([Cl:44])=[N:38][C:37]=2[N:36]([CH2:45][CH2:46][CH2:47][CH2:48][CH3:49])[C:35]1=[O:50].CCN(C(C)C)C(C)C. (3) Given the product [Br:7][CH2:6][CH2:5][O:4][CH2:3][CH2:2][O:28][C:21]1[C:22]([O:26][CH3:27])=[CH:23][CH:24]=[C:25]2[C:20]=1[O:19][C:18](=[O:29])[CH:17]=[C:16]2[NH:15][C:14]1[C:13]([Cl:30])=[CH:12][N:11]=[CH:10][C:9]=1[Cl:8], predict the reactants needed to synthesize it. The reactants are: Br[CH2:2][CH2:3][O:4][CH2:5][CH2:6][Br:7].[Cl:8][C:9]1[CH:10]=[N:11][CH:12]=[C:13]([Cl:30])[C:14]=1[NH:15][C:16]1[C:25]2[C:20](=[C:21]([OH:28])[C:22]([O:26][CH3:27])=[CH:23][CH:24]=2)[O:19][C:18](=[O:29])[CH:17]=1. (4) Given the product [CH2:39]([O:38][CH2:37][C@H:19]([NH:18][C:15](=[O:17])[CH2:14][N:10]1[CH2:11][CH2:12][CH2:13][C@H:9]1[C:7]([O:6][C:2]([CH3:3])([CH3:4])[CH3:5])=[O:8])[C:20]([NH:22][C:23]1[CH:28]=[CH:27][C:26]([O:29][C:30]2[CH:35]=[CH:34][C:33]([F:36])=[CH:32][CH:31]=2)=[CH:25][CH:24]=1)=[O:21])[C:40]1[CH:45]=[CH:44][CH:43]=[CH:42][CH:41]=1, predict the reactants needed to synthesize it. The reactants are: Cl.[C:2]([O:6][C:7]([C@@H:9]1[CH2:13][CH2:12][CH2:11][N:10]1[CH2:14][C:15]([OH:17])=O)=[O:8])([CH3:5])([CH3:4])[CH3:3].[NH2:18][C@@H:19]([CH2:37][O:38][CH2:39][C:40]1[CH:45]=[CH:44][CH:43]=[CH:42][CH:41]=1)[C:20]([NH:22][C:23]1[CH:28]=[CH:27][C:26]([O:29][C:30]2[CH:35]=[CH:34][C:33]([F:36])=[CH:32][CH:31]=2)=[CH:25][CH:24]=1)=[O:21]. (5) Given the product [CH:26]1([C:6]2[C:5]([CH2:4][OH:3])=[C:10]([C:11]([F:12])([F:14])[F:13])[CH:9]=[C:8]([C:15]3[CH:20]=[CH:19][C:18]([O:21][C:22]([F:25])([F:23])[F:24])=[CH:17][CH:16]=3)[N:7]=2)[CH2:28][CH2:27]1, predict the reactants needed to synthesize it. The reactants are: C([O:3][C:4](=O)[C:5]1[C:10]([C:11]([F:14])([F:13])[F:12])=[CH:9][C:8]([C:15]2[CH:20]=[CH:19][C:18]([O:21][C:22]([F:25])([F:24])[F:23])=[CH:17][CH:16]=2)=[N:7][C:6]=1[CH:26]1[CH2:28][CH2:27]1)C.[H-].[Al+3].[Li+].[H-].[H-].[H-].